From a dataset of Forward reaction prediction with 1.9M reactions from USPTO patents (1976-2016). Predict the product of the given reaction. Given the reactants [OH:1][C@@H:2]1[CH2:25][CH2:24][C@@:23]2([CH3:26])[C@H:4]([CH2:5][C:6](=[O:28])[C@@H:7]3[C@@H:22]2[CH2:21][CH2:20][C@@:19]2([CH3:27])[C@H:8]3[CH2:9][CH2:10][C@@H:11]2[C@H:12]([CH3:18])[CH2:13][CH2:14][C:15]([OH:17])=[O:16])[CH2:3]1.[CH3:29]O, predict the reaction product. The product is: [OH:1][C@@H:2]1[CH2:25][CH2:24][C@@:23]2([CH3:26])[C@H:4]([CH2:5][C:6](=[O:28])[C@@H:7]3[C@@H:22]2[CH2:21][CH2:20][C@@:19]2([CH3:27])[C@H:8]3[CH2:9][CH2:10][C@@H:11]2[C@H:12]([CH3:18])[CH2:13][CH2:14][C:15]([O:17][CH3:29])=[O:16])[CH2:3]1.